From a dataset of Reaction yield outcomes from USPTO patents with 853,638 reactions. Predict the reaction yield, written as a fraction of the theoretical maximum amount of product (1.0 means a 100% yield; for example, 0.34 means a 34% yield). The reactants are [CH2:1]([O:8][C:9]1[CH:14]=[C:13]([O:15][CH2:16][C:17]2[CH:22]=[CH:21][CH:20]=[CH:19][CH:18]=2)[C:12]([CH:23]([CH3:25])[CH3:24])=[CH:11][C:10]=1[C:26]1[O:30][N:29]=[C:28]([C:31]([NH:33][CH2:34][CH3:35])=[O:32])[C:27]=1[C:36]1[O:40][N:39]=[C:38]([CH:41]=O)[CH:37]=1)[C:2]1[CH:7]=[CH:6][CH:5]=[CH:4][CH:3]=1.Cl.[CH2:44]([O:47][NH2:48])[CH:45]=[CH2:46]. No catalyst specified. The product is [CH2:44]([O:47][N:48]=[CH:41][C:38]1[CH:37]=[C:36]([C:27]2[C:28]([C:31]([NH:33][CH2:34][CH3:35])=[O:32])=[N:29][O:30][C:26]=2[C:10]2[CH:11]=[C:12]([CH:23]([CH3:24])[CH3:25])[C:13]([O:15][CH2:16][C:17]3[CH:18]=[CH:19][CH:20]=[CH:21][CH:22]=3)=[CH:14][C:9]=2[O:8][CH2:1][C:2]2[CH:7]=[CH:6][CH:5]=[CH:4][CH:3]=2)[O:40][N:39]=1)[CH:45]=[CH2:46]. The yield is 0.690.